This data is from Forward reaction prediction with 1.9M reactions from USPTO patents (1976-2016). The task is: Predict the product of the given reaction. (1) The product is: [C:42]([O:46][C:47](=[O:48])[NH:49][C:50]([CH3:55])([CH3:54])[C:51]([NH:1][C@H:2]1[CH2:7][CH2:6][C@@H:5]([N:8]2[C:13](=[O:14])[C:12]3[CH:15]=[C:16]([F:19])[CH:17]=[N:18][C:11]=3[N:10]([C:20]3[CH:21]=[C:22]([C:26]4[CH:27]=[CH:28][C:29]([CH2:32][N:33]5[CH2:39][CH2:38][CH2:37][N:36]([CH3:40])[CH2:35][CH2:34]5)=[CH:30][CH:31]=4)[CH:23]=[CH:24][CH:25]=3)[C:9]2=[O:41])[CH2:4][CH2:3]1)=[O:52])([CH3:45])([CH3:43])[CH3:44]. Given the reactants [NH2:1][C@@H:2]1[CH2:7][CH2:6][C@H:5]([N:8]2[C:13](=[O:14])[C:12]3[CH:15]=[C:16]([F:19])[CH:17]=[N:18][C:11]=3[N:10]([C:20]3[CH:21]=[C:22]([C:26]4[CH:31]=[CH:30][C:29]([CH2:32][N:33]5[CH2:39][CH2:38][CH2:37][N:36]([CH3:40])[CH2:35][CH2:34]5)=[CH:28][CH:27]=4)[CH:23]=[CH:24][CH:25]=3)[C:9]2=[O:41])[CH2:4][CH2:3]1.[C:42]([O:46][C:47]([NH:49][C:50]([CH3:55])([CH3:54])[C:51](O)=[O:52])=[O:48])([CH3:45])([CH3:44])[CH3:43], predict the reaction product. (2) Given the reactants [N:1]([C@@:4]1(/[CH:29]=[CH:30]/[P:31](=[O:34])([OH:33])[OH:32])[C@@H:8]([OH:9])[C@@H:7]([OH:10])[C@H:6]([N:11]2[CH:19]=[N:18][C:17]3[C:12]2=[N:13][CH:14]=[N:15][C:16]=3[NH:20]C(=O)C2C=CC=CC=2)[O:5]1)=[N+:2]=[N-:3], predict the reaction product. The product is: [NH2:20][C:16]1[N:15]=[CH:14][N:13]=[C:12]2[C:17]=1[N:18]=[CH:19][N:11]2[C@@H:6]1[O:5][C@@:4](/[CH:29]=[CH:30]/[P:31](=[O:32])([OH:34])[OH:33])([N:1]=[N+:2]=[N-:3])[C@@H:8]([OH:9])[C@H:7]1[OH:10]. (3) Given the reactants [O:1]1[CH:5]=[CH:4][CH:3]=[C:2]1[C:6]1[O:7][C:8]([CH3:36])=[C:9]([CH2:11][O:12][C:13]2[CH:33]=[CH:32][C:16]([CH2:17][O:18][C:19]3[C:23]([CH:24]=O)=[CH:22][N:21]([C:26]4[CH:31]=[CH:30][CH:29]=[CH:28][CH:27]=4)[N:20]=3)=[CH:15][C:14]=2[O:34][CH3:35])[N:10]=1.[Cl-].[CH2:38]([C:40]1[S:41][CH:42]=[C:43]([CH2:45][P+](C2C=CC=CC=2)(C2C=CC=CC=2)C2C=CC=CC=2)[N:44]=1)[CH3:39].C(=O)([O-])[O-].[K+].[K+].CN(C)C=O, predict the reaction product. The product is: [CH2:38]([C:40]1[S:41][CH:42]=[C:43](/[CH:45]=[CH:24]\[C:23]2[C:19]([O:18][CH2:17][C:16]3[CH:32]=[CH:33][C:13]([O:12][CH2:11][C:9]4[N:10]=[C:6]([C:2]5[O:1][CH:5]=[CH:4][CH:3]=5)[O:7][C:8]=4[CH3:36])=[C:14]([O:34][CH3:35])[CH:15]=3)=[N:20][N:21]([C:26]3[CH:31]=[CH:30][CH:29]=[CH:28][CH:27]=3)[CH:22]=2)[N:44]=1)[CH3:39]. (4) Given the reactants [CH3:1][C:2]1([CH3:10])[O:9][C:7](=[O:8])[CH2:6][C:4](=[O:5])[O:3]1.N1C=CC=CC=1.[C:17](Cl)(=[O:21])[CH:18]([CH3:20])[CH3:19], predict the reaction product. The product is: [OH:21][C:17](=[C:6]1[C:7](=[O:8])[O:9][C:2]([CH3:10])([CH3:1])[O:3][C:4]1=[O:5])[CH:18]([CH3:20])[CH3:19]. (5) The product is: [Br:1][C:2]1[C:10]2[C:5](=[CH:6][N:7]=[C:8]([C:11]([OH:13])=[O:12])[CH:9]=2)[O:4][CH:3]=1. Given the reactants [Br:1][C:2]1[C:10]2[C:5](=[CH:6][N:7]=[C:8]([CH:11]=[O:12])[CH:9]=2)[O:4][CH:3]=1.[OH:13]P([O-])(O)=O.[K+], predict the reaction product.